From a dataset of Full USPTO retrosynthesis dataset with 1.9M reactions from patents (1976-2016). Predict the reactants needed to synthesize the given product. Given the product [Cl:7][C:8]1[CH:9]=[C:10]([C:18]2[O:22][N:21]=[C:20]([C:23]3[CH:31]=[C:30]4[C:26]([C:27]([CH:1]=[O:2])=[CH:28][NH:29]4)=[CH:25][CH:24]=3)[N:19]=2)[CH:11]=[N:12][C:13]=1[O:14][CH:15]([CH3:17])[CH3:16], predict the reactants needed to synthesize it. The reactants are: [C:1](Cl)(C(Cl)=O)=[O:2].[Cl:7][C:8]1[CH:9]=[C:10]([C:18]2[O:22][N:21]=[C:20]([C:23]3[CH:31]=[C:30]4[C:26]([CH:27]=[CH:28][NH:29]4)=[CH:25][CH:24]=3)[N:19]=2)[CH:11]=[N:12][C:13]=1[O:14][CH:15]([CH3:17])[CH3:16].Cl.[OH-].[Na+].